This data is from Forward reaction prediction with 1.9M reactions from USPTO patents (1976-2016). The task is: Predict the product of the given reaction. Given the reactants F[C:2]1[C:3]([CH3:22])=[N:4][C:5]2[C:10]([N:11]=1)=[C:9]([C:12]1[NH:20][C:19]3[CH2:18][CH2:17][NH:16][C:15](=[O:21])[C:14]=3[CH:13]=1)[CH:8]=[CH:7][CH:6]=2.Cl.[CH3:24][O:25][C:26](=[O:30])[C@@H:27]([CH3:29])[NH2:28].CCN(C(C)C)C(C)C.CO.C(Cl)Cl, predict the reaction product. The product is: [CH3:22][C:3]1[C:2]([NH:28][C@H:27]([CH3:29])[C:26]([O:25][CH3:24])=[O:30])=[N:11][C:10]2[C:5]([N:4]=1)=[CH:6][CH:7]=[CH:8][C:9]=2[C:12]1[NH:20][C:19]2[CH2:18][CH2:17][NH:16][C:15](=[O:21])[C:14]=2[CH:13]=1.